Task: Predict the product of the given reaction.. Dataset: Forward reaction prediction with 1.9M reactions from USPTO patents (1976-2016) Given the reactants Br[C:2]1[CH:3]=[C:4]([C:9]([OH:11])=O)[CH:5]=[N:6][C:7]=1Cl.[OH:12][CH2:13][CH:14]1[CH2:16][CH2:15]1.[C:17]([C:19]1[CH:24]=[CH:23][C:22](B(O)O)=[CH:21][CH:20]=1)#[N:18].[NH2:28][CH2:29][CH:30]([CH2:33][CH3:34])[CH2:31][OH:32], predict the reaction product. The product is: [C:17]([C:19]1[CH:24]=[CH:23][C:22]([C:2]2[C:7]([O:12][CH2:13][CH:14]3[CH2:16][CH2:15]3)=[N:6][CH:5]=[C:4]([CH:3]=2)[C:9]([NH:28][CH2:29][CH:30]([CH2:31][OH:32])[CH2:33][CH3:34])=[O:11])=[CH:21][CH:20]=1)#[N:18].